From a dataset of Full USPTO retrosynthesis dataset with 1.9M reactions from patents (1976-2016). Predict the reactants needed to synthesize the given product. (1) Given the product [Br:1][C:2]1[CH:7]=[CH:6][C:5]([C:8]2[N:9]=[N:10][N:11]([CH3:14])[N:12]=2)=[CH:4][C:3]=1[CH3:13], predict the reactants needed to synthesize it. The reactants are: [Br:1][C:2]1[CH:7]=[CH:6][C:5]([C:8]2[N:9]=[N:10][NH:11][N:12]=2)=[CH:4][C:3]=1[CH3:13].[CH3:14][Si](C=[N+]=[N-])(C)C.O. (2) Given the product [Cl:1][C:2]1[CH:3]=[CH:4][C:5]([S:8]([N:11]([CH2:22][C:23]2[CH:32]=[CH:31][C:26]([C:27]([O:29][CH3:30])=[O:28])=[CH:25][CH:24]=2)[CH2:12][C:13]2[CH:18]=[CH:17][CH:16]=[CH:15][N:14]=2)(=[O:10])=[O:9])=[CH:6][CH:7]=1, predict the reactants needed to synthesize it. The reactants are: [Cl:1][C:2]1[CH:7]=[CH:6][C:5]([S:8]([NH:11][CH2:12][C:13]2[CH:18]=[CH:17][CH:16]=[CH:15][N:14]=2)(=[O:10])=[O:9])=[CH:4][CH:3]=1.[H-].[Na+].Br[CH2:22][C:23]1[CH:32]=[CH:31][C:26]([C:27]([O:29][CH3:30])=[O:28])=[CH:25][CH:24]=1. (3) Given the product [CH3:9][N:10]([C:17]1[S:18][C:19]([C:22]2[CH:23]=[N:24][CH:25]=[CH:26][CH:27]=2)=[N:20][N:21]=1)[C:11](=[O:16])/[CH:12]=[CH:13]/[S:14][CH3:15], predict the reactants needed to synthesize it. The reactants are: ClN1C(=O)CCC1=O.[CH3:9][N:10]([C:17]1[S:18][C:19]([C:22]2[CH:23]=[N:24][CH:25]=[CH:26][CH:27]=2)=[N:20][N:21]=1)[C:11](=[O:16])[CH2:12][CH2:13][S:14][CH3:15].C(N(CC)CC)C.C(OCC)(=O)C.